From a dataset of Full USPTO retrosynthesis dataset with 1.9M reactions from patents (1976-2016). Predict the reactants needed to synthesize the given product. Given the product [CH2:7]([O:6][C:4](=[O:5])[C:3]([OH:9])([C:2]([F:10])([F:11])[F:1])[CH2:12][CH3:13])[CH3:8], predict the reactants needed to synthesize it. The reactants are: [F:1][C:2]([F:11])([F:10])[C:3](=[O:9])[C:4]([O:6][CH2:7][CH3:8])=[O:5].[CH2:12]([Mg]Br)[CH3:13].